This data is from Catalyst prediction with 721,799 reactions and 888 catalyst types from USPTO. The task is: Predict which catalyst facilitates the given reaction. Reactant: [Cl:1][C:2]1[CH:7]=[CH:6][C:5]([S:8]([NH:11][CH2:12][CH:13]2[CH2:18][CH2:17][O:16][CH2:15][CH2:14]2)(=[O:10])=[O:9])=[CH:4][CH:3]=1.Br[CH2:20][C:21]1[CH:30]=[CH:29][C:24]([C:25]([O:27][CH3:28])=[O:26])=[CH:23][CH:22]=1.C(=O)([O-])[O-].[Cs+].[Cs+].O. Product: [Cl:1][C:2]1[CH:3]=[CH:4][C:5]([S:8]([N:11]([CH2:20][C:21]2[CH:30]=[CH:29][C:24]([C:25]([O:27][CH3:28])=[O:26])=[CH:23][CH:22]=2)[CH2:12][CH:13]2[CH2:18][CH2:17][O:16][CH2:15][CH2:14]2)(=[O:9])=[O:10])=[CH:6][CH:7]=1. The catalyst class is: 3.